Dataset: Full USPTO retrosynthesis dataset with 1.9M reactions from patents (1976-2016). Task: Predict the reactants needed to synthesize the given product. (1) Given the product [NH2:1][C:2]1[C:10]([O:11][CH3:12])=[CH:9][CH:8]=[CH:7][C:3]=1[C:4]([O:6][CH3:18])=[O:5], predict the reactants needed to synthesize it. The reactants are: [NH2:1][C:2]1[C:10]([O:11][CH3:12])=[CH:9][CH:8]=[CH:7][C:3]=1[C:4]([OH:6])=[O:5].OS(O)(=O)=O.[CH3:18]O. (2) Given the product [Br:1][C:12]1[CH:13]=[C:14]([C:16]([O:18][CH2:19][CH3:20])=[O:17])[NH:15][C:11]=1[CH2:9][CH3:10], predict the reactants needed to synthesize it. The reactants are: [Br:1]N1C(=O)CCC1=O.[CH2:9]([C:11]1[NH:15][C:14]([C:16]([O:18][CH2:19][CH3:20])=[O:17])=[CH:13][CH:12]=1)[CH3:10].[OH-].[Na+]. (3) Given the product [N:15]([CH2:2][C:3]1[CH:4]=[C:5]([CH:10]=[C:11]([O:13][CH3:14])[CH:12]=1)[C:6]([O:8][CH3:9])=[O:7])=[N+:16]=[N-:17], predict the reactants needed to synthesize it. The reactants are: Br[CH2:2][C:3]1[CH:4]=[C:5]([CH:10]=[C:11]([O:13][CH3:14])[CH:12]=1)[C:6]([O:8][CH3:9])=[O:7].[N-:15]=[N+:16]=[N-:17].[Na+]. (4) Given the product [C:4]([CH2:6][C:7]1[CH:8]=[CH:9][C:10]([NH:13]/[C:14](=[C:21]2\[C:22](=[O:30])[NH:23][C:24]3[C:29]\2=[CH:28][CH:27]=[CH:26][CH:25]=3)/[C:15]2[CH:20]=[CH:19][CH:18]=[CH:17][CH:16]=2)=[CH:11][CH:12]=1)([OH:5])=[O:3], predict the reactants needed to synthesize it. The reactants are: C([O:3][C:4]([CH2:6][C:7]1[CH:12]=[CH:11][C:10]([NH:13]/[C:14](=[C:21]2\[C:22](=[O:30])[NH:23][C:24]3[C:29]\2=[CH:28][CH:27]=[CH:26][CH:25]=3)/[C:15]2[CH:20]=[CH:19][CH:18]=[CH:17][CH:16]=2)=[CH:9][CH:8]=1)=[O:5])C.[OH-].[Na+]. (5) The reactants are: O.N[C:3]1[CH:4]=[C:5](B(O)O)[CH:6]=[CH:7][CH:8]=1.[OH-].[Na+].[Cl:14]Cl.NOB([C:20]1[CH:25]=CC=C[CH:21]=1)O. Given the product [CH:20]([CH:25]([Cl:14])[C:3]1[CH:4]=[CH:5][CH:6]=[CH:7][CH:8]=1)=[CH2:21], predict the reactants needed to synthesize it.